Task: Binary Classification. Given a miRNA mature sequence and a target amino acid sequence, predict their likelihood of interaction.. Dataset: Experimentally validated miRNA-target interactions with 360,000+ pairs, plus equal number of negative samples (1) The miRNA is mmu-miR-551b-3p with sequence GCGACCCAUACUUGGUUUCAG. The protein sequence of the target gene is MKKGIRYETSRKTSYIFQQPQHGPWQTRMRKISNHGSLRVAKVAYPLGLCVGVFIYVAYIKWHRATATQAFFSITRAAPGARWGQQAHSPLGTAADGHEVFYGIMFDAGSTGTRVHVFQFTRPPRETPTLTHETFKALKPGLSAYADDVEKSAQGIRELLDVAKQDIPFDFWKATPLVLKATAGLRLLPGEKAQKLLQKVKKVFKASPFLVGDDCVSIMNGTDEGVSAWITINFLTGSLKTPGGSSVGMLDLGGGSTQIAFLPRVEGTLQASPPGYLTALRMFNRTYKLYSYSYLGLGLM.... Result: 0 (no interaction). (2) The miRNA is hsa-miR-3144-5p with sequence AGGGGACCAAAGAGAUAUAUAG. The protein sequence of the target gene is MTMESGAENQQSGDAAVTEAENQQMTVQAQPQIATLAQVSMPAAHATSSAPTVTLVQLPNGQTVQVHGVIQAAQPSVIQSPQVQTVQISTIAESEDSQESVDSVTDSQKRREILSRRPSYRKILNDLSSDAPGVPRIEEEKSEEETSAPAITTVTVPTPIYQTSSGQYIAITQGGAIQLANNGTDGVQGLQTLTMTNAAATQPGTTILQYAQTTDGQQILVPSNQVVVQAASGDVQTYQIRTAPTSTIAPGVVMASSPALPTQPAEEAARKREVRLMKNREAARECRRKKKEYVKCLENR.... Result: 0 (no interaction). (3) The miRNA is hsa-miR-665 with sequence ACCAGGAGGCUGAGGCCCCU. The protein sequence of the target gene is MPGGKKVAGGGSSGATPTSAAATAPSGVRRLETSEGTSAQRDEEPEEEGEEDLRDGGVPFFVNRGGLPVDEATWERMWKHVAKIHPDGEKVAQRIRGATDLPKIPIPSVPTFQPSTPVPERLEAVQRYIRELQYNHTGTQFFEIKKSRPLTGLMDLAKEMTKEALPIKCLEAVILGIYLTNSMPTLERFPISFKTYFSGNYFRHIVLGVNFAGRYGALGMSRREDLMYKPPAFRTLSELVLDFEAAYGRCWHVLKKVKLGQSVSHDPHSVEQIEWKHSVLDVERLGRDDFRKELERHARD.... Result: 1 (interaction). (4) The miRNA is hsa-miR-1296-3p with sequence GAGUGGGGCUUCGACCCUAACC. The protein sequence of the target gene is MVARPEPEVEAMDAELAVPPPGCSHLGSFKVDNWKQNLRAIYQCFVWSGTAEARKRKAKSCVCHVCGIHLNRLHSCLYCVFFGCFTKKHIHDHAKSKRHNLAIDLMYGGIYCFLCQDYIYDKDIEIIAKEEQRKAWKMQGVGEKFSTWEPTKRELELLKHNPKRRKITSNCTIGLRGLINLGNTCFMNCIVQALTHTPLLRDFFLSDRHRCEMQSPSSCLVCEMSSLFQEFYSGHRSPHIPYKLLHLVWTHARHLAGYEQQDAHEFLIAALDVLHRHCKGDDNGKKANNPNHCNCIIDQI.... Result: 0 (no interaction). (5) The miRNA is hsa-miR-449b-3p with sequence CAGCCACAACUACCCUGCCACU. The protein sequence of the target gene is MPGVKLTTQAYCKMVLHGAKYPHCAVNGLLVAERQRPRKEHPPGAGSHTLFVDCIPLFHGTLALTPMLEVALTLIDSWCKDNSYVIAGYYQANERVKDASPNQVAEKVASRIAEGFGDAALIMVDNAKFTMDCAAPTIHVYEQHENRWRCRDPHHDYCEDWPEAQRISASLLDSRSYETLVDFDNHLDDIRSDWTNPEINKAVLHLC. Result: 0 (no interaction).